This data is from Catalyst prediction with 721,799 reactions and 888 catalyst types from USPTO. The task is: Predict which catalyst facilitates the given reaction. (1) Reactant: CCN=C=NCCCN(C)C.Cl.[CH3:13][C:14]1[CH:45]=[CH:44][CH:43]=[CH:42][C:15]=1[CH2:16][NH:17][C:18]([C@@H:20]1[C:24]([CH3:26])([CH3:25])[S:23][CH2:22][N:21]1[C:27](=[O:41])[C@@H:28]([OH:40])[C@@H:29]([NH2:39])[CH2:30][C:31]1[CH:36]=[CH:35][C:34]([O:37][CH3:38])=[CH:33][CH:32]=1)=[O:19].[NH2:46][C:47]1[C:48]([CH3:56])=[C:49]([CH:53]=[CH:54][CH:55]=1)[C:50](O)=[O:51].C1C=CC2N(O)N=NC=2C=1. Product: [CH3:13][C:14]1[CH:45]=[CH:44][CH:43]=[CH:42][C:15]=1[CH2:16][NH:17][C:18]([C@@H:20]1[C:24]([CH3:26])([CH3:25])[S:23][CH2:22][N:21]1[C:27](=[O:41])[C@@H:28]([OH:40])[C@@H:29]([NH:39][C:50](=[O:51])[C:49]1[CH:53]=[CH:54][CH:55]=[C:47]([NH2:46])[C:48]=1[CH3:56])[CH2:30][C:31]1[CH:32]=[CH:33][C:34]([O:37][CH3:38])=[CH:35][CH:36]=1)=[O:19]. The catalyst class is: 31. (2) Reactant: [Br:1][C:2]1[N:6]([CH3:7])[N:5]=[C:4]([NH2:8])[CH:3]=1.CCN(C(C)C)C(C)C.[S:18](Cl)([CH3:21])(=[O:20])=[O:19]. Product: [Br:1][C:2]1[N:6]([CH3:7])[N:5]=[C:4]([NH:8][S:18]([CH3:21])(=[O:20])=[O:19])[CH:3]=1. The catalyst class is: 26.